Dataset: Forward reaction prediction with 1.9M reactions from USPTO patents (1976-2016). Task: Predict the product of the given reaction. (1) Given the reactants [Cl:1][C:2]1[CH:7]=[C:6]([Cl:8])[CH:5]=[CH:4][C:3]=1[N:9]1[C:13]([C:14]2[CH:19]=[CH:18][C:17]([O:20][S:21]([CH2:24][CH2:25][CH3:26])(=[O:23])=[O:22])=[CH:16][CH:15]=2)=[C:12]([CH2:27][N:28]2C(=O)C3C(=CC=CC=3)C2=O)[C:11]([C:39](=[O:47])[NH:40][N:41]2[CH2:46][CH2:45][CH2:44][CH2:43][CH2:42]2)=[N:10]1.O.NN, predict the reaction product. The product is: [NH2:28][CH2:27][C:12]1[C:11]([C:39](=[O:47])[NH:40][N:41]2[CH2:46][CH2:45][CH2:44][CH2:43][CH2:42]2)=[N:10][N:9]([C:3]2[CH:4]=[CH:5][C:6]([Cl:8])=[CH:7][C:2]=2[Cl:1])[C:13]=1[C:14]1[CH:15]=[CH:16][C:17]([O:20][S:21]([CH2:24][CH2:25][CH3:26])(=[O:23])=[O:22])=[CH:18][CH:19]=1. (2) Given the reactants [CH3:1][O:2][C:3]1[CH:8]=[CH:7][CH:6]=[CH:5][C:4]=1[CH:9]1[CH2:14][CH2:13][NH:12][CH2:11][CH2:10]1.Cl[CH2:16][C:17]1[NH:18][C:19]2[CH:25]=[CH:24][CH:23]=[CH:22][C:20]=2[N:21]=1.C([O-])([O-])=O.[Cs+].[Cs+].O, predict the reaction product. The product is: [CH3:1][O:2][C:3]1[CH:8]=[CH:7][CH:6]=[CH:5][C:4]=1[CH:9]1[CH2:14][CH2:13][N:12]([CH2:16][C:17]2[NH:21][C:20]3[CH:22]=[CH:23][CH:24]=[CH:25][C:19]=3[N:18]=2)[CH2:11][CH2:10]1. (3) Given the reactants Cl.[F:2][C:3]1[C:4]([CH:10]([NH2:12])[CH3:11])=[N:5][CH:6]=[C:7]([F:9])[CH:8]=1.Cl[C:14]1[N:15]=[C:16]([NH:33][C:34]2[N:35]=[CH:36][N:37]([CH3:39])[CH:38]=2)[C:17]2[CH:22]=[CH:21][N:20]([S:23]([C:26]3[CH:31]=[CH:30][C:29]([CH3:32])=[CH:28][CH:27]=3)(=[O:25])=[O:24])[C:18]=2[N:19]=1.CCN(C(C)C)C(C)C, predict the reaction product. The product is: [F:2][C:3]1[C:4]([CH:10]([NH:12][C:14]2[N:15]=[C:16]([NH:33][C:34]3[N:35]=[CH:36][N:37]([CH3:39])[CH:38]=3)[C:17]3[CH:22]=[CH:21][N:20]([S:23]([C:26]4[CH:31]=[CH:30][C:29]([CH3:32])=[CH:28][CH:27]=4)(=[O:25])=[O:24])[C:18]=3[N:19]=2)[CH3:11])=[N:5][CH:6]=[C:7]([F:9])[CH:8]=1. (4) Given the reactants Cl[CH2:2][C:3]1[S:4][C:5]([C:8]2[CH:13]=[CH:12][C:11]([C:14]([F:17])([F:16])[F:15])=[CH:10][CH:9]=2)=[CH:6][CH:7]=1.[CH2:18]([C@H:25]1[CH2:29][O:28][C:27](=[O:30])[N:26]1[C:31](=[O:46])[CH2:32][C@@H:33]([C:39]1[CH:44]=[CH:43][C:42]([OH:45])=[CH:41][CH:40]=1)[C:34]1[CH:38]=[CH:37][O:36][N:35]=1)[C:19]1[CH:24]=[CH:23][CH:22]=[CH:21][CH:20]=1.C([O-])([O-])=O.[Cs+].[Cs+], predict the reaction product. The product is: [O:36]1[CH:37]=[CH:38][C:34]([C@H:33]([C:39]2[CH:44]=[CH:43][C:42]([O:45][CH2:2][C:3]3[S:4][C:5]([C:8]4[CH:13]=[CH:12][C:11]([C:14]([F:17])([F:16])[F:15])=[CH:10][CH:9]=4)=[CH:6][CH:7]=3)=[CH:41][CH:40]=2)[CH2:32][C:31]([N:26]2[C@@H:25]([CH2:18][C:19]3[CH:24]=[CH:23][CH:22]=[CH:21][CH:20]=3)[CH2:29][O:28][C:27]2=[O:30])=[O:46])=[N:35]1. (5) Given the reactants [NH:1]1[CH:5]=[CH:4][C:3]([C:6]2[CH:7]=[N:8][N:9]3[CH:14]=[CH:13][CH:12]=[CH:11][C:10]=23)=[N:2]1.[N+:15]([C:18]1[CH:19]=[C:20]([S:24](Cl)(=[O:26])=[O:25])[CH:21]=[CH:22][CH:23]=1)([O-:17])=[O:16], predict the reaction product. The product is: [N+:15]([C:18]1[CH:19]=[C:20]([S:24]([N:1]2[CH:5]=[CH:4][C:3]([C:6]3[CH:7]=[N:8][N:9]4[CH:14]=[CH:13][CH:12]=[CH:11][C:10]=34)=[N:2]2)(=[O:26])=[O:25])[CH:21]=[CH:22][CH:23]=1)([O-:17])=[O:16]. (6) The product is: [Cl:16][S:17]([C:20]1[CH:21]=[C:10]([C:11]([Cl:13])=[O:12])[N:23]([CH3:22])[CH:24]=1)(=[O:19])=[O:18]. Given the reactants CN1C=CC=C1C(O)=O.[C:10](Cl)(=O)[C:11]([Cl:13])=[O:12].[Cl:16][S:17]([C:20]1[CH:21]=[C:22](C(O)=O)[N:23](C)[CH:24]=1)(=[O:19])=[O:18].CN(C=O)C, predict the reaction product. (7) Given the reactants [NH2:1][C:2]([CH3:7])([CH3:6])[C:3]([OH:5])=[O:4].S(Cl)(Cl)=O.[CH2:12](O)[CH3:13], predict the reaction product. The product is: [CH2:12]([O:4][C:3](=[O:5])[C:2]([NH2:1])([CH3:7])[CH3:6])[CH3:13]. (8) Given the reactants [C:1]([C:4]1[CH:5]=[C:6](B(O)O)[CH:7]=[CH:8][CH:9]=1)(=[O:3])[CH3:2].Br[C:14]1[CH:19]=[CH:18][C:17](/[C:20](/[CH3:24])=[CH:21]/[CH2:22][OH:23])=[CH:16][CH:15]=1, predict the reaction product. The product is: [C:1]([C:4]1[CH:5]=[C:6]([C:14]2[CH:19]=[CH:18][C:17](/[C:20](/[CH3:24])=[CH:21]/[CH2:22][OH:23])=[CH:16][CH:15]=2)[CH:7]=[CH:8][CH:9]=1)(=[O:3])[CH3:2].